This data is from Forward reaction prediction with 1.9M reactions from USPTO patents (1976-2016). The task is: Predict the product of the given reaction. Given the reactants [CH2:1]([NH:5][C:6]1[CH:11]=[C:10]([NH:12]C(C)=O)[CH:9]=[CH:8][C:7]=1[N+:16]([O-:18])=[O:17])[CH:2]([CH3:4])[CH3:3].Cl, predict the reaction product. The product is: [CH2:1]([NH:5][C:6]1[CH:11]=[C:10]([NH2:12])[CH:9]=[CH:8][C:7]=1[N+:16]([O-:18])=[O:17])[CH:2]([CH3:4])[CH3:3].